Task: Predict the reactants needed to synthesize the given product.. Dataset: Full USPTO retrosynthesis dataset with 1.9M reactions from patents (1976-2016) (1) Given the product [Cl:1][C:2]1[CH:31]=[CH:30][C:5]([CH2:6][NH:7][C:8]([C:10]2[C:19](=[O:20])[C:18]3[C:13](=[C:14]([C:33]#[C:32][C:34]4[CH:35]=[N:36][CH:37]=[CH:38][CH:39]=4)[CH:15]=[C:16]([CH2:21][N:22]4[CH2:27][CH2:26][O:25][CH2:24][CH2:23]4)[CH:17]=3)[N:12]([CH3:29])[CH:11]=2)=[O:9])=[CH:4][CH:3]=1, predict the reactants needed to synthesize it. The reactants are: [Cl:1][C:2]1[CH:31]=[CH:30][C:5]([CH2:6][NH:7][C:8]([C:10]2[C:19](=[O:20])[C:18]3[C:13](=[C:14](I)[CH:15]=[C:16]([CH2:21][N:22]4[CH2:27][CH2:26][O:25][CH2:24][CH2:23]4)[CH:17]=3)[N:12]([CH3:29])[CH:11]=2)=[O:9])=[CH:4][CH:3]=1.[C:32]([C:34]1[CH:35]=[N:36][CH:37]=[CH:38][CH:39]=1)#[CH:33].C(NCC)C. (2) Given the product [CH2:29]([O:36][C:37]([N:39]([CH2:41][C:42]1[CH:43]=[C:44]([NH:48][C:49]([O:51][CH2:52][CH2:53][C:54]2[CH:59]=[CH:58][C:57]([B:25]([OH:27])[OH:26])=[CH:56][C:55]=2[CH3:61])=[O:50])[CH:45]=[CH:46][CH:47]=1)[CH3:40])=[O:38])[C:30]1[CH:35]=[CH:34][CH:33]=[CH:32][CH:31]=1, predict the reactants needed to synthesize it. The reactants are: C(C1C=C(NC(=O)CCCC2C=CC([B:25]([OH:27])[OH:26])=CC=2)C=CC=1S(CC)(=O)=O)#N.[CH2:29]([O:36][C:37]([N:39]([CH2:41][C:42]1[CH:43]=[C:44]([NH:48][C:49]([O:51][CH2:52][CH2:53][C:54]2[CH:59]=[CH:58][C:57](Br)=[CH:56][C:55]=2[CH3:61])=[O:50])[CH:45]=[CH:46][CH:47]=1)[CH3:40])=[O:38])[C:30]1[CH:35]=[CH:34][CH:33]=[CH:32][CH:31]=1. (3) Given the product [Cl:8][C:9]1[N:14]=[C:13]([C@:15]([NH:17][S@@:18]([C:20]([CH3:23])([CH3:22])[CH3:21])=[O:19])([CH3:16])[CH2:2][C:3]([O:5][CH2:6][CH3:7])=[O:4])[C:12]([F:24])=[CH:11][CH:10]=1, predict the reactants needed to synthesize it. The reactants are: Br[CH2:2][C:3]([O:5][CH2:6][CH3:7])=[O:4].[Cl:8][C:9]1[N:14]=[C:13](/[C:15](=[N:17]/[S@@:18]([C:20]([CH3:23])([CH3:22])[CH3:21])=[O:19])/[CH3:16])[C:12]([F:24])=[CH:11][CH:10]=1.C(O)C. (4) Given the product [C:23]([O:27][C:28](=[O:43])[NH:29][CH2:30][CH2:31][C:32](=[O:42])[CH2:33][O:34][Si:35]([C:38]([CH3:41])([CH3:40])[CH3:39])([CH3:36])[CH3:37])([CH3:26])([CH3:24])[CH3:25], predict the reactants needed to synthesize it. The reactants are: CC(OI1(OC(C)=O)(OC(C)=O)OC(=O)C2C=CC=CC1=2)=O.[C:23]([O:27][C:28](=[O:43])[NH:29][CH2:30][CH2:31][CH:32]([OH:42])[CH2:33][O:34][Si:35]([C:38]([CH3:41])([CH3:40])[CH3:39])([CH3:37])[CH3:36])([CH3:26])([CH3:25])[CH3:24]. (5) Given the product [CH3:13][O:14][C:15]1[CH:16]=[C:17]([C:21]2[C:22]([CH3:23])=[N:10][C:4]3[C:5](=[CH:6][CH:7]=[CH:8][C:3]=3[C:2]([F:11])([F:12])[F:1])[N:9]=2)[CH:18]=[CH:19][CH:20]=1, predict the reactants needed to synthesize it. The reactants are: [F:1][C:2]([F:12])([F:11])[C:3]1[CH:8]=[CH:7][CH:6]=[C:5]([NH2:9])[C:4]=1[NH2:10].[CH3:13][O:14][C:15]1[CH:16]=[C:17]([C:21](=O)[C:22](=O)[CH3:23])[CH:18]=[CH:19][CH:20]=1. (6) Given the product [CH2:10]([N:9]([CH2:14][CH:15]([CH3:17])[CH3:16])[C:3]1[CH:4]=[CH:5][C:6]([N:8]2[C:28](=[O:29])[CH:27]=[C:26]([CH3:32])[N:22]=[C:23]2[CH3:25])=[CH:7][C:2]=1[F:1])[CH:11]([CH3:12])[CH3:13], predict the reactants needed to synthesize it. The reactants are: [F:1][C:2]1[CH:7]=[C:6]([NH2:8])[CH:5]=[CH:4][C:3]=1[N:9]([CH2:14][CH:15]([CH3:17])[CH3:16])[CH2:10][CH:11]([CH3:13])[CH3:12].C[Al](C)C.[NH:22](/[C:26](/[CH3:32])=[CH:27]\[C:28](OC)=[O:29])[C:23]([CH3:25])=O. (7) Given the product [C:1]([O:5][C:6](=[O:16])[NH:7][CH2:8][C:9]1[CH:14]=[CH:13][CH:12]=[CH:11][C:10]=1[N:15]=[N+:21]=[N-:22])([CH3:4])([CH3:2])[CH3:3], predict the reactants needed to synthesize it. The reactants are: [C:1]([O:5][C:6](=[O:16])[NH:7][CH2:8][C:9]1[CH:14]=[CH:13][CH:12]=[CH:11][C:10]=1[NH2:15])([CH3:4])([CH3:3])[CH3:2].N([O-])=O.[Na+].[N-:21]=[N+:22]=[N-].[Na+].